Dataset: Catalyst prediction with 721,799 reactions and 888 catalyst types from USPTO. Task: Predict which catalyst facilitates the given reaction. Reactant: [C:1]([O:5][P:6]([O:13][CH2:14][C:15]1[CH:23]=[CH:22][C:18]([C:19]([O-:21])=[O:20])=[CH:17][CH:16]=1)([O:8][C:9]([CH3:12])([CH3:11])[CH3:10])=[O:7])([CH3:4])([CH3:3])[CH3:2].[Li+].[N+]([O-])([O-])=O.[Ag+:29]. Product: [Ag+:29].[C:9]([O:8][P:6]([O:13][CH2:14][C:15]1[CH:16]=[CH:17][C:18]([C:19]([O-:21])=[O:20])=[CH:22][CH:23]=1)([O:5][C:1]([CH3:4])([CH3:3])[CH3:2])=[O:7])([CH3:10])([CH3:11])[CH3:12]. The catalyst class is: 6.